Task: Regression. Given two drug SMILES strings and cell line genomic features, predict the synergy score measuring deviation from expected non-interaction effect.. Dataset: NCI-60 drug combinations with 297,098 pairs across 59 cell lines Drug 1: CN(C)C1=NC(=NC(=N1)N(C)C)N(C)C. Drug 2: C1=NC2=C(N=C(N=C2N1C3C(C(C(O3)CO)O)O)F)N. Cell line: PC-3. Synergy scores: CSS=3.89, Synergy_ZIP=-2.64, Synergy_Bliss=-4.25, Synergy_Loewe=-13.4, Synergy_HSA=-5.28.